Dataset: Reaction yield outcomes from USPTO patents with 853,638 reactions. Task: Predict the reaction yield, written as a fraction of the theoretical maximum amount of product (1.0 means a 100% yield; for example, 0.34 means a 34% yield). (1) The reactants are [F:1][C:2]1[C:3]([C:8]([OH:10])=[O:9])=[N:4][CH:5]=[CH:6][CH:7]=1.S(=O)(=O)(O)O.[CH2:16](O)[CH3:17]. No catalyst specified. The product is [F:1][C:2]1[C:3]([C:8]([O:10][CH2:16][CH3:17])=[O:9])=[N:4][CH:5]=[CH:6][CH:7]=1. The yield is 0.550. (2) The reactants are [Cl:1][C:2]1[CH:3]=[C:4]([S:8]([CH:11]2[CH2:16][CH2:15][NH:14][CH2:13][CH2:12]2)(=[O:10])=[O:9])[CH:5]=[CH:6][CH:7]=1.Cl[C:18]1[C:23]([F:24])=[CH:22][CH:21]=[CH:20][N:19]=1.CCN(C(C)C)C(C)C. The catalyst is O1CCOCC1. The product is [Cl:1][C:2]1[CH:3]=[C:4]([S:8]([CH:11]2[CH2:16][CH2:15][N:14]([C:18]3[C:23]([F:24])=[CH:22][CH:21]=[CH:20][N:19]=3)[CH2:13][CH2:12]2)(=[O:10])=[O:9])[CH:5]=[CH:6][CH:7]=1. The yield is 0.0700. (3) The reactants are [CH3:1][C:2]([CH3:10])([CH:5]([OH:9])[CH:6]([CH3:8])[CH3:7])[CH2:3][OH:4].[CH2:11](Cl)[CH:12]=[C:13]([CH3:15])[CH3:14]. No catalyst specified. The product is [CH3:14][C:13]([CH3:15])=[CH:12][CH2:11][O:4][CH2:3][C:2]([CH3:10])([CH3:1])[CH:5]([OH:9])[CH:6]([CH3:8])[CH3:7]. The yield is 0.920. (4) The reactants are Cl[C:2]1[N:10]=[C:9](Cl)[CH:8]=[CH:7][C:3]=1[C:4]([NH2:6])=[O:5].[F:12][C:13]1[N:18]=[CH:17][C:16]([NH2:19])=[CH:15][CH:14]=1.C(O[C:25](=[O:32])[NH:26][C@H:27]1[CH2:31][CH2:30][NH:29][CH2:28]1)(C)(C)C.[C:33](O)(=O)[CH:34]=C. No catalyst specified. The product is [C:25]([NH:26][C@H:27]1[CH2:31][CH2:30][N:29]([C:9]2[CH:8]=[CH:7][C:3]([C:4]([NH2:6])=[O:5])=[C:2]([NH:19][C:16]3[CH:17]=[N:18][C:13]([F:12])=[CH:14][CH:15]=3)[N:10]=2)[CH2:28]1)(=[O:32])[CH:33]=[CH2:34]. The yield is 0.410. (5) The reactants are [CH2:1]([O:5][C:6]([N:8]1[CH2:12][C@H:11]([SH:13])[CH2:10][C@H:9]1[CH2:14][N:15]([C:25](=[O:27])[CH3:26])[CH2:16][C:17]1[CH:22]=[C:21]([F:23])[CH:20]=[CH:19][C:18]=1[F:24])=[O:7])[CH2:2][CH2:3][CH3:4].[C:28](Cl)(=[O:30])[CH3:29]. The catalyst is N1C=CC=CC=1.C(Cl)Cl. The product is [CH2:1]([O:5][C:6]([N:8]1[CH2:12][C@H:11]([S:13][C:28](=[O:30])[CH3:29])[CH2:10][C@H:9]1[CH2:14][N:15]([C:25](=[O:27])[CH3:26])[CH2:16][C:17]1[CH:22]=[C:21]([F:23])[CH:20]=[CH:19][C:18]=1[F:24])=[O:7])[CH2:2][CH2:3][CH3:4]. The yield is 0.820. (6) The reactants are [C:1]([O:5][C:6]([NH:8][C:9]1[CH:14]=[C:13]([CH2:15][CH2:16][C:17]([O:19]C)=[O:18])[CH:12]=[CH:11][N:10]=1)=[O:7])([CH3:4])([CH3:3])[CH3:2].[OH-].[Na+]. The catalyst is CO. The product is [C:1]([O:5][C:6]([NH:8][C:9]1[CH:14]=[C:13]([CH2:15][CH2:16][C:17]([OH:19])=[O:18])[CH:12]=[CH:11][N:10]=1)=[O:7])([CH3:4])([CH3:2])[CH3:3]. The yield is 0.380. (7) The reactants are C([SiH](CC)CC)C.FC(F)(F)C(O)=O.[CH3:15][O:16][C:17]1[CH:18]=[C:19]([CH:46]=[CH:47][C:48]=1[O:49][CH3:50])[CH2:20][C:21]1[O:22][C:23]2[C:29]([C:30]3[CH:31]=[C:32]([CH:43]=[CH:44][CH:45]=3)[C:33]([NH:35][CH2:36][CH2:37][N:38]3[CH2:42][CH2:41][CH2:40][CH2:39]3)=[O:34])=[CH:28][CH:27]=[CH:26][C:24]=2[CH:25]=1. No catalyst specified. The product is [CH3:15][O:16][C:17]1[CH:18]=[C:19]([CH:46]=[CH:47][C:48]=1[O:49][CH3:50])[CH2:20][CH:21]1[CH2:25][C:24]2[CH:26]=[CH:27][CH:28]=[C:29]([C:30]3[CH:31]=[C:32]([CH:43]=[CH:44][CH:45]=3)[C:33]([NH:35][CH2:36][CH2:37][N:38]3[CH2:42][CH2:41][CH2:40][CH2:39]3)=[O:34])[C:23]=2[O:22]1. The yield is 0.400. (8) The reactants are [C:1]([C:3]1[N:4](C(OC(C)(C)C)=O)[C:5]([C:8]2[CH:9]=[CH:10][C:11]3[NH:16][C:15](=[S:17])[O:14][C:13]([CH3:19])([CH3:18])[C:12]=3[CH:20]=2)=[CH:6][CH:7]=1)#[N:2].CC[O-].[Na+]. The catalyst is C1COCC1.CCO. The product is [CH3:18][C:13]1([CH3:19])[C:12]2[CH:20]=[C:8]([C:5]3[NH:4][C:3]([C:1]#[N:2])=[CH:7][CH:6]=3)[CH:9]=[CH:10][C:11]=2[NH:16][C:15](=[S:17])[O:14]1. The yield is 0.730. (9) The reactants are Br[C:2]1[CH:14]=[CH:13][C:5]2[NH:6][C:7](=[O:12])[O:8][C:9]([CH3:11])([CH3:10])[C:4]=2[CH:3]=1.[C:15]([O:19][C:20]([N:22]1[CH:26]=[CH:25][CH:24]=[C:23]1B(O)O)=[O:21])([CH3:18])([CH3:17])[CH3:16].C(=O)([O-])[O-].[K+].[K+].C(=O)(O)[O-].[Na+]. The catalyst is C1(C)C=CC=CC=1.C(O)C.O.C1C=CC([P]([Pd]([P](C2C=CC=CC=2)(C2C=CC=CC=2)C2C=CC=CC=2)([P](C2C=CC=CC=2)(C2C=CC=CC=2)C2C=CC=CC=2)[P](C2C=CC=CC=2)(C2C=CC=CC=2)C2C=CC=CC=2)(C2C=CC=CC=2)C2C=CC=CC=2)=CC=1. The product is [C:15]([O:19][C:20]([N:22]1[CH:26]=[CH:25][CH:24]=[C:23]1[C:2]1[CH:14]=[CH:13][C:5]2[NH:6][C:7](=[O:12])[O:8][C:9]([CH3:11])([CH3:10])[C:4]=2[CH:3]=1)=[O:21])([CH3:18])([CH3:16])[CH3:17]. The yield is 0.620. (10) The reactants are [H-].[Na+].[CH3:3][C:4]1[N:5]([CH2:10][CH2:11][OH:12])[C:6]([CH3:9])=[CH:7][CH:8]=1.Cl[CH2:14][C:15](=[O:22])[CH2:16][C:17]([O:19][CH2:20][CH3:21])=[O:18].Cl. The catalyst is O1CCCC1.O. The product is [CH3:3][C:4]1[N:5]([CH2:10][CH2:11][O:12][CH2:14][C:15](=[O:22])[CH2:16][C:17]([O:19][CH2:20][CH3:21])=[O:18])[C:6]([CH3:9])=[CH:7][CH:8]=1. The yield is 0.900.